This data is from Reaction yield outcomes from USPTO patents with 853,638 reactions. The task is: Predict the reaction yield, written as a fraction of the theoretical maximum amount of product (1.0 means a 100% yield; for example, 0.34 means a 34% yield). (1) The reactants are [F:1][C:2]([F:25])([F:24])[C:3]1[CH:19]=[C:18]([C:20]([F:23])([F:22])[F:21])[CH:17]=[CH:16][C:4]=1[CH2:5][O:6][C:7]1[CH:14]=[CH:13][C:10]([CH:11]=O)=[CH:9][C:8]=1[Cl:15].[S:26]1[CH2:30][C:29](=[O:31])[NH:28][C:27]1=[O:32].N1CCCCC1. The catalyst is C(O)C. The product is [F:25][C:2]([F:1])([F:24])[C:3]1[CH:19]=[C:18]([C:20]([F:23])([F:22])[F:21])[CH:17]=[CH:16][C:4]=1[CH2:5][O:6][C:7]1[CH:14]=[CH:13][C:10](/[CH:11]=[C:30]2/[C:29](=[O:31])[NH:28][C:27](=[O:32])[S:26]/2)=[CH:9][C:8]=1[Cl:15]. The yield is 0.570. (2) The reactants are [Cl:1][C:2]1[N:7]=[C:6]([C:8]([NH2:10])=[O:9])[CH:5]=[C:4](Cl)[N:3]=1.Cl.[NH:13]1[CH2:18][CH2:17][O:16][CH2:15][CH:14]1[CH2:19][OH:20].CCN(C(C)C)C(C)C. The catalyst is C(#N)C. The product is [Cl:1][C:2]1[N:7]=[C:6]([C:8]([NH2:10])=[O:9])[CH:5]=[C:4]([N:13]2[CH2:18][CH2:17][O:16][CH2:15][CH:14]2[CH2:19][OH:20])[N:3]=1. The yield is 0.920. (3) The reactants are [F:1][C:2]1[C:3]([O:20][CH:21]2[CH2:26][CH2:25][N:24](C(OC(C)(C)C)=O)[CH2:23][CH2:22]2)=[N:4][CH:5]=[N:6][C:7]=1[O:8][C:9]1[C:10]([CH3:19])=[N:11][C:12]([S:15]([CH3:18])(=[O:17])=[O:16])=[CH:13][CH:14]=1.[ClH:34].O1CCOCC1. The product is [ClH:34].[F:1][C:2]1[C:7]([O:8][C:9]2[C:10]([CH3:19])=[N:11][C:12]([S:15]([CH3:18])(=[O:16])=[O:17])=[CH:13][CH:14]=2)=[N:6][CH:5]=[N:4][C:3]=1[O:20][CH:21]1[CH2:26][CH2:25][NH:24][CH2:23][CH2:22]1. The catalyst is C(Cl)Cl. The yield is 1.00. (4) The reactants are [O:1]=[C:2]1[C:10](=[O:11])[C:9]2[C:4](=[CH:5][CH:6]=[C:7]([S:12](Cl)(=[O:14])=[O:13])[CH:8]=2)[NH:3]1.C1COCC1.[NH:21]1[CH2:25][CH2:24][CH2:23][CH2:22]1.C(N(CC)C(C)C)(C)C. The catalyst is C(Cl)(Cl)Cl. The product is [N:21]1([S:12]([C:7]2[CH:8]=[C:9]3[C:4](=[CH:5][CH:6]=2)[NH:3][C:2](=[O:1])[C:10]3=[O:11])(=[O:14])=[O:13])[CH2:25][CH2:24][CH2:23][CH2:22]1. The yield is 0.390. (5) The reactants are [NH2:1][C:2]1[N:7]=[CH:6][N:5]=[C:4]2[N:8]([C@@H:26]3[CH2:31][CH2:30][CH2:29][N:28]([C:32](=[O:36])[CH2:33][C:34]#[N:35])[CH2:27]3)[N:9]=[C:10]([C:11]3[CH:16]=[CH:15][C:14]([O:17][C:18]4[CH:23]=[CH:22][CH:21]=[C:20]([F:24])[C:19]=4[F:25])=[CH:13][CH:12]=3)[C:3]=12.[CH:37]1([CH:40]=O)[CH2:39][CH2:38]1.N1CCCCC1. The catalyst is CO. The product is [NH2:1][C:2]1[N:7]=[CH:6][N:5]=[C:4]2[N:8]([C@@H:26]3[CH2:31][CH2:30][CH2:29][N:28]([C:32]([C:33](=[CH:40][CH:37]4[CH2:39][CH2:38]4)[C:34]#[N:35])=[O:36])[CH2:27]3)[N:9]=[C:10]([C:11]3[CH:16]=[CH:15][C:14]([O:17][C:18]4[CH:23]=[CH:22][CH:21]=[C:20]([F:24])[C:19]=4[F:25])=[CH:13][CH:12]=3)[C:3]=12. The yield is 0.170. (6) The reactants are C[O:2][C:3](=[O:44])[C:4]1[CH:9]=[CH:8][C:7]([O:10][CH2:11][CH2:12][CH2:13][O:14]/[N:15]=[CH:16]/[C:17]2[CH:22]=[CH:21][C:20]([C:23]([CH3:26])([CH3:25])[CH3:24])=[CH:19][CH:18]=2)=[CH:6][C:5]=1[NH:27][C:28](=[O:43])/[CH:29]=[CH:30]/[C:31]1[CH:36]=[CH:35][C:34]([C:37]2[CH:42]=[CH:41][CH:40]=[CH:39][CH:38]=2)=[CH:33][CH:32]=1.[OH-].[K+]. The catalyst is C1COCC1.CO. The product is [C:34]1([C:37]2[CH:42]=[CH:41][CH:40]=[CH:39][CH:38]=2)[CH:33]=[CH:32][C:31](/[CH:30]=[CH:29]/[C:28]([NH:27][C:5]2[CH:6]=[C:7]([O:10][CH2:11][CH2:12][CH2:13][O:14]/[N:15]=[CH:16]/[C:17]3[CH:18]=[CH:19][C:20]([C:23]([CH3:26])([CH3:25])[CH3:24])=[CH:21][CH:22]=3)[CH:8]=[CH:9][C:4]=2[C:3]([OH:44])=[O:2])=[O:43])=[CH:36][CH:35]=1. The yield is 0.680.